From a dataset of Full USPTO retrosynthesis dataset with 1.9M reactions from patents (1976-2016). Predict the reactants needed to synthesize the given product. (1) Given the product [CH:1]1([C:5]2[CH:6]=[N+:7]([O-:22])[CH:8]=[CH:9][C:10]=2[O:11][CH2:12][C:13]([F:16])([F:14])[F:15])[CH2:2][CH2:3][CH2:4]1, predict the reactants needed to synthesize it. The reactants are: [CH:1]1([C:5]2[CH:6]=[N:7][CH:8]=[CH:9][C:10]=2[O:11][CH2:12][C:13]([F:16])([F:15])[F:14])[CH2:4][CH2:3][CH2:2]1.ClC1C=C(C=CC=1)C(OO)=[O:22]. (2) The reactants are: C1(C)C=CC(S([CH2:10][N+:11]#[C-:12])(=O)=O)=CC=1.[C:14]([O:21][CH3:22])(=[O:20])/[CH:15]=[CH:16]/[CH2:17][CH2:18][CH3:19].CC(C)([O-])C.[K+]. Given the product [CH2:17]([C:16]1[C:15]([C:14]([O:21][CH3:22])=[O:20])=[CH:10][NH:11][CH:12]=1)[CH2:18][CH3:19], predict the reactants needed to synthesize it.